The task is: Predict which catalyst facilitates the given reaction.. This data is from Catalyst prediction with 721,799 reactions and 888 catalyst types from USPTO. (1) The catalyst class is: 9. Reactant: [H-].[Na+].[C:3]([N:22]1[CH:26]=[C:25]([CH2:27][CH2:28][CH2:29][CH2:30][C:31]2[CH:36]=[CH:35][C:34]([OH:37])=[CH:33][CH:32]=2)[N:24]=[N:23]1)([C:16]1[CH:21]=[CH:20][CH:19]=[CH:18][CH:17]=1)([C:10]1[CH:15]=[CH:14][CH:13]=[CH:12][CH:11]=1)[C:4]1[CH:9]=[CH:8][CH:7]=[CH:6][CH:5]=1.Cl[CH2:39][C:40]1[N:41]=[C:42]([CH:45]=[CH:46][C:47]2[CH:52]=[CH:51][C:50]([O:53][C:54]([F:57])([F:56])[F:55])=[CH:49][CH:48]=2)[O:43][CH:44]=1.O. Product: [F:57][C:54]([F:55])([F:56])[O:53][C:50]1[CH:51]=[CH:52][C:47](/[CH:46]=[CH:45]/[C:42]2[O:43][CH:44]=[C:40]([CH2:39][O:37][C:34]3[CH:33]=[CH:32][C:31]([CH2:30][CH2:29][CH2:28][CH2:27][C:25]4[N:24]=[N:23][N:22]([C:3]([C:4]5[CH:5]=[CH:6][CH:7]=[CH:8][CH:9]=5)([C:16]5[CH:21]=[CH:20][CH:19]=[CH:18][CH:17]=5)[C:10]5[CH:11]=[CH:12][CH:13]=[CH:14][CH:15]=5)[CH:26]=4)=[CH:36][CH:35]=3)[N:41]=2)=[CH:48][CH:49]=1. (2) Reactant: C(O)C.[C:4]([O:8][C:9]([N:11]([CH2:23][C:24]([O:26][C:27]([CH3:30])([CH3:29])[CH3:28])=[O:25])[C:12]1[CH:17]=[CH:16][CH:15]=[C:14]([C:18](OCC)=[O:19])[N:13]=1)=[O:10])([CH3:7])([CH3:6])[CH3:5].[Cl-].[Ca+2].[Cl-].[BH4-].[K+].COCCOCCOCCOCCOC. Product: [C:4]([O:8][C:9]([N:11]([CH2:23][C:24]([O:26][C:27]([CH3:30])([CH3:29])[CH3:28])=[O:25])[C:12]1[CH:17]=[CH:16][CH:15]=[C:14]([CH2:18][OH:19])[N:13]=1)=[O:10])([CH3:7])([CH3:6])[CH3:5]. The catalyst class is: 211. (3) Reactant: [NH2:1][C:2]1[N:31]=[C:5]2[CH:6]=[CH:7][C:8]([O:10][C:11]3[CH:12]=[C:13]([NH:17][C:18](=[O:30])[C:19]4[CH:24]=[CH:23][CH:22]=[C:21]([C:25]([C:28]#[N:29])([CH3:27])[CH3:26])[CH:20]=4)[CH:14]=[CH:15][CH:16]=3)=[CH:9][N:4]2[N:3]=1.C([O:35][CH2:36][C:37](Cl)=[O:38])(=O)C.C(=O)([O-])[O-].[K+].[K+].O. Product: [C:28]([C:25]([C:21]1[CH:20]=[C:19]([CH:24]=[CH:23][CH:22]=1)[C:18]([NH:17][C:13]1[CH:14]=[CH:15][CH:16]=[C:11]([O:10][C:8]2[CH:7]=[CH:6][C:5]3[N:4]([N:3]=[C:2]([NH:1][C:36](=[O:35])[CH2:37][OH:38])[N:31]=3)[CH:9]=2)[CH:12]=1)=[O:30])([CH3:27])[CH3:26])#[N:29]. The catalyst class is: 17. (4) Reactant: Cl.[C:2]([C:5]1CNCCC=1)(=[O:4])[NH2:3].Cl[C:12]1[N:20]=[C:19]([CH3:21])[N:18]=[C:17]2[C:13]=1[N:14]([CH2:34][C:35]([NH2:37])=[O:36])[C:15](=[O:33])[N:16]2[C:22]1[CH:27]=[CH:26][C:25]([CH:28]([CH3:30])[CH3:29])=[CH:24][C:23]=1[S:31][CH3:32].C([N:41]([CH:44]([CH3:46])C)[CH2:42][CH3:43])(C)C. Product: [C:2]([C:5]1[CH2:46][CH2:44][N:41]([C:12]2[N:20]=[C:19]([CH3:21])[N:18]=[C:17]3[C:13]=2[N:14]([CH2:34][C:35]([NH2:37])=[O:36])[C:15](=[O:33])[N:16]3[C:22]2[CH:27]=[CH:26][C:25]([CH:28]([CH3:30])[CH3:29])=[CH:24][C:23]=2[S:31][CH3:32])[CH2:42][CH:43]=1)(=[O:4])[NH2:3]. The catalyst class is: 40. (5) Reactant: F[P-](F)(F)(F)(F)F.[N:8]1(OC(N(C)C)=[N+](C)C)[C:12]2[N:13]=[CH:14][CH:15]=C[C:11]=2[N:10]=N1.[Cl:25][C:26]1[CH:31]=[CH:30][CH:29]=[CH:28][C:27]=1[N:32]1[C:36]2=[N:37][CH:38]=[N:39][C:40]([O:41][C@@H:42]([CH2:46][O:47][CH:48]([CH3:50])[CH3:49])[C:43](O)=[O:44])=[C:35]2[CH:34]=[N:33]1.NC1C=NC=CN=1.C(N(C(C)C)C(C)C)C. Product: [Cl:25][C:26]1[CH:31]=[CH:30][CH:29]=[CH:28][C:27]=1[N:32]1[C:36]2[N:37]=[CH:38][N:39]=[C:40]([O:41][CH:42]([CH2:46][O:47][CH:48]([CH3:49])[CH3:50])[C:43]([NH:8][C:12]3[CH:11]=[N:10][CH:15]=[CH:14][N:13]=3)=[O:44])[C:35]=2[CH:34]=[N:33]1. The catalyst class is: 34.